From a dataset of Full USPTO retrosynthesis dataset with 1.9M reactions from patents (1976-2016). Predict the reactants needed to synthesize the given product. (1) Given the product [O:13]1[CH2:15][CH2:16][O:17][CH:12]1[CH2:11][C@H:10]([C:3]1[C:4]2[C:9](=[CH:8][CH:7]=[CH:6][CH:5]=2)[NH:1][CH:2]=1)[CH3:14], predict the reactants needed to synthesize it. The reactants are: [NH:1]1[C:9]2[C:4](=[CH:5][CH:6]=[CH:7][CH:8]=2)[C:3]([C@H:10]([CH3:14])[CH2:11][CH:12]=[O:13])=[CH:2]1.[CH2:15](O)[CH2:16][OH:17].CC1C=CC(S(O)(=O)=O)=CC=1. (2) Given the product [CH3:21][O:25][CH2:15][CH2:17][O:54][C:52](=[O:53])[C@@:51]([CH2:56][OH:57])([CH3:55])[CH2:50][C@H:49]([NH:58][C:6]([C:4]1[NH:3][N:2]=[N:1][CH:5]=1)=[O:8])[CH2:48][C:45]1[CH:46]=[CH:47][C:42]([C:66]2[CH:71]=[CH:70][CH:69]=[CH:68][CH:67]=2)=[CH:43][CH:44]=1, predict the reactants needed to synthesize it. The reactants are: [NH:1]1[CH:5]=[C:4]([C:6]([OH:8])=O)[N:3]=[N:2]1.CCN([CH:15]([CH3:17])C)C(C)C.CN([C:21]([O:25]N1N=NC2C=CC=NC1=2)=[N+](C)C)C.F[P-](F)(F)(F)(F)F.[C:42]1([C:66]2[CH:71]=[CH:70][CH:69]=[CH:68][CH:67]=2)[CH:47]=[CH:46][C:45]([CH2:48][C@@H:49]([NH:58]C(OC(C)(C)C)=O)[CH2:50][C@:51]([CH2:56][OH:57])([CH3:55])[C:52]([OH:54])=[O:53])=[CH:44][CH:43]=1. (3) Given the product [Br:1][C:2]1[CH:7]=[CH:6][C:5]2[C:8]3([CH2:31][O:32][C:4]=2[CH:3]=1)[C:16]1[C:11](=[CH:12][CH:13]=[CH:14][CH:15]=1)[NH:10][C:9]3=[O:30], predict the reactants needed to synthesize it. The reactants are: [Br:1][C:2]1[CH:7]=[CH:6][C:5]2[C:8]3([CH2:31][O:32][C:4]=2[CH:3]=1)[C:16]1[C:11](=[CH:12][CH:13]=[CH:14][CH:15]=1)[N:10](C(C1C=CC=CC=1)C1C=CC=CC=1)[C:9]3=[O:30].C1(C(C2C=CC=CC=2)N2C3C(=CC=CC=3)C3(C4C=C(C)C(OC)=CC=4OC3)C2=O)C=CC=CC=1. (4) Given the product [OH:26][CH2:27][C:28]([NH:31][S:32]([C:35]1[S:36][C:37]([C:2]#[C:1][C:3]2[CH:4]=[N:5][N:6]3[C:11]([C:12]([F:14])([F:13])[F:15])=[CH:10][C:9]([C:16]4[CH:21]=[CH:20][C:19]([C:22]([F:25])([F:24])[F:23])=[CH:18][CH:17]=4)=[N:8][C:7]=23)=[CH:38][CH:39]=1)(=[O:34])=[O:33])([CH3:30])[CH3:29], predict the reactants needed to synthesize it. The reactants are: [C:1]([C:3]1[CH:4]=[N:5][N:6]2[C:11]([C:12]([F:15])([F:14])[F:13])=[CH:10][C:9]([C:16]3[CH:21]=[CH:20][C:19]([C:22]([F:25])([F:24])[F:23])=[CH:18][CH:17]=3)=[N:8][C:7]=12)#[CH:2].[OH:26][CH2:27][C:28]([NH:31][S:32]([C:35]1[S:36][C:37](Cl)=[CH:38][CH:39]=1)(=[O:34])=[O:33])([CH3:30])[CH3:29]. (5) The reactants are: C(O)=O.[CH2:4]([N:11]1[CH2:25][CH2:24][N:14]2[C:15]3[N:23]=[CH:22][CH:21]=[CH:20][C:16]=3[NH:17][CH2:18][CH2:19][CH:13]2[CH2:12]1)[C:5]1[CH:10]=[CH:9][CH:8]=[CH:7][CH:6]=1.[CH2:26]=O. Given the product [CH2:4]([N:11]1[CH2:25][CH2:24][N:14]2[C:15]3[N:23]=[CH:22][CH:21]=[CH:20][C:16]=3[N:17]([CH3:26])[CH2:18][CH2:19][CH:13]2[CH2:12]1)[C:5]1[CH:10]=[CH:9][CH:8]=[CH:7][CH:6]=1, predict the reactants needed to synthesize it. (6) The reactants are: [Br:1][C:2]1[CH:7]=[CH:6][C:5]([N:8]([C:16]2[CH:21]=[CH:20][C:19]([Br:22])=[CH:18][CH:17]=2)[C:9]2[CH:14]=[CH:13][C:12](Br)=[CH:11][CH:10]=2)=[CH:4][CH:3]=1.[Li]CCCC.C([O:31]B(OC(C)C)OC(C)C)(C)C.C(O)(=O)C.OO. Given the product [Br:1][C:2]1[CH:7]=[CH:6][C:5]([N:8]([C:16]2[CH:21]=[CH:20][C:19]([Br:22])=[CH:18][CH:17]=2)[C:9]2[CH:14]=[CH:13][C:12]([OH:31])=[CH:11][CH:10]=2)=[CH:4][CH:3]=1, predict the reactants needed to synthesize it. (7) Given the product [CH2:1]([C@H:3]1[CH2:8][CH2:7][C@H:6]([O:9][C:10]2[CH:11]=[CH:12][C:13]([C:16]3[CH2:17][CH2:18][N:19]([CH2:24][CH2:23][C:22]([O:26][CH2:27][CH3:28])=[O:25])[CH2:20][CH:21]=3)=[CH:14][CH:15]=2)[CH2:5][CH2:4]1)[CH3:2], predict the reactants needed to synthesize it. The reactants are: [CH2:1]([C@H:3]1[CH2:8][CH2:7][C@H:6]([O:9][C:10]2[CH:15]=[CH:14][C:13]([C:16]3[CH2:17][CH2:18][NH:19][CH2:20][CH:21]=3)=[CH:12][CH:11]=2)[CH2:5][CH2:4]1)[CH3:2].[C:22]([O:26][CH2:27][CH3:28])(=[O:25])[CH:23]=[CH2:24].C([O-])([O-])=O.[Cs+].[Cs+]. (8) Given the product [CH2:31]([N:24]([CH:25]1[CH2:30][CH2:29][O:28][CH2:27][CH2:26]1)[C:4]1[C:5]([CH3:23])=[C:6]([CH:22]=[C:2]([C:41]2[CH:46]=[N:45][C:44]([CH:47]=[O:48])=[CH:43][CH:42]=2)[CH:3]=1)[C:7]([NH:9][CH2:10][C:11]1[C:12](=[O:21])[NH:13][C:14]([CH3:20])=[CH:15][C:16]=1[CH2:17][CH2:18][CH3:19])=[O:8])[CH3:32], predict the reactants needed to synthesize it. The reactants are: Br[C:2]1[CH:3]=[C:4]([N:24]([CH2:31][CH3:32])[CH:25]2[CH2:30][CH2:29][O:28][CH2:27][CH2:26]2)[C:5]([CH3:23])=[C:6]([CH:22]=1)[C:7]([NH:9][CH2:10][C:11]1[C:12](=[O:21])[NH:13][C:14]([CH3:20])=[CH:15][C:16]=1[CH2:17][CH2:18][CH3:19])=[O:8].CC1(C)C(C)(C)OB([C:41]2[CH:42]=[CH:43][C:44]([CH:47]=[O:48])=[N:45][CH:46]=2)O1.C([O-])([O-])=O.[Na+].[Na+]. (9) Given the product [CH:25]1([S:28]([C:31]2[CH:36]=[CH:35][C:34]([C:2]3[C:21](=[O:22])[N:20]([CH2:23][CH3:24])[C:5]4[N:6]=[C:7]([NH:10][CH2:11][CH2:12][CH:13]5[CH2:18][CH2:17][N:16]([CH3:19])[CH2:15][CH2:14]5)[N:8]=[CH:9][C:4]=4[CH:3]=3)=[CH:33][CH:32]=2)(=[O:29])=[O:30])[CH2:27][CH2:26]1, predict the reactants needed to synthesize it. The reactants are: Br[C:2]1[C:21](=[O:22])[N:20]([CH2:23][CH3:24])[C:5]2[N:6]=[C:7]([NH:10][CH2:11][CH2:12][CH:13]3[CH2:18][CH2:17][N:16]([CH3:19])[CH2:15][CH2:14]3)[N:8]=[CH:9][C:4]=2[CH:3]=1.[CH:25]1([S:28]([C:31]2[CH:36]=[CH:35][C:34](B(O)O)=[CH:33][CH:32]=2)(=[O:30])=[O:29])[CH2:27][CH2:26]1.P([O-])([O-])([O-])=O.[K+].[K+].[K+]. (10) Given the product [F:1][C:2]([F:26])([F:27])[C:3]1[CH:4]=[CH:5][C:6]([O:9][C:10]2[CH:11]=[CH:12][C:13]([O:16][C:17]([N:19]3[CH2:20][CH2:21][CH:22]([S:39][C:37]4[O:38][C:34]([C:31]5[CH:32]=[CH:33][N:28]=[CH:29][CH:30]=5)=[N:35][N:36]=4)[CH2:23][CH2:24]3)=[O:18])=[CH:14][CH:15]=2)=[N:7][CH:8]=1, predict the reactants needed to synthesize it. The reactants are: [F:1][C:2]([F:27])([F:26])[C:3]1[CH:4]=[CH:5][C:6]([O:9][C:10]2[CH:15]=[CH:14][C:13]([O:16][C:17]([N:19]3[CH2:24][CH2:23][CH:22](O)[CH2:21][CH2:20]3)=[O:18])=[CH:12][CH:11]=2)=[N:7][CH:8]=1.[N:28]1[CH:33]=[CH:32][C:31]([C:34]2[O:38][C:37]([SH:39])=[N:36][N:35]=2)=[CH:30][CH:29]=1.C(OCC)(=O)C.Cl.